The task is: Regression. Given a peptide amino acid sequence and an MHC pseudo amino acid sequence, predict their binding affinity value. This is MHC class II binding data.. This data is from Peptide-MHC class II binding affinity with 134,281 pairs from IEDB. (1) The peptide sequence is LEIEEQEYHRLIHSL. The MHC is DRB1_0101 with pseudo-sequence DRB1_0101. The binding affinity (normalized) is 0.771. (2) The peptide sequence is DFDGRSEFAYGSFVR. The MHC is HLA-DPA10201-DPB10501 with pseudo-sequence HLA-DPA10201-DPB10501. The binding affinity (normalized) is 0.0959. (3) The MHC is HLA-DQA10102-DQB10502 with pseudo-sequence HLA-DQA10102-DQB10502. The binding affinity (normalized) is 0.158. The peptide sequence is MKDFDEPGHLAPTGM. (4) The peptide sequence is RGLSSRKRRSHDVLT. The MHC is HLA-DQA10201-DQB10402 with pseudo-sequence HLA-DQA10201-DQB10402. The binding affinity (normalized) is 0.